This data is from Catalyst prediction with 721,799 reactions and 888 catalyst types from USPTO. The task is: Predict which catalyst facilitates the given reaction. (1) Reactant: [Cl:1][CH2:2][C:3](Cl)=[O:4].[CH3:6][CH:7]([CH2:11][CH2:12][C:13]1[CH:18]=[CH:17][CH:16]=[CH:15][CH:14]=1)[CH2:8][CH2:9][OH:10].N1C=CC=CC=1. Product: [Cl:1][CH2:2][C:3]([O:10][CH2:9][CH2:8][CH:7]([CH3:6])[CH2:11][CH2:12][C:13]1[CH:18]=[CH:17][CH:16]=[CH:15][CH:14]=1)=[O:4]. The catalyst class is: 4. (2) Reactant: [Cl-].[Li+].C([Mg]Cl)(C)C.[S:8]1[CH:12]=[CH:11][N:10]=[CH:9]1.[C:13]([C@H:17]1[CH2:22][CH2:21][C@H:20]([C:23]([O:25][CH3:26])=[O:24])[CH2:19][CH2:18]1)(=[O:16])[CH2:14][CH3:15]. Product: [OH:16][C:13]([C@H:17]1[CH2:22][CH2:21][C@H:20]([C:23]([O:25][CH3:26])=[O:24])[CH2:19][CH2:18]1)([C:9]1[S:8][CH:12]=[CH:11][N:10]=1)[CH2:14][CH3:15]. The catalyst class is: 1. (3) Reactant: Cl[C:2]1[CH:7]=[C:6]([N:8]2[CH2:11][C:10]([CH:13]3[CH2:15][CH2:14]3)([F:12])[CH2:9]2)[CH:5]=[C:4]([Cl:16])[N:3]=1.[CH3:17][C:18]1[NH:22][N:21]=[C:20]([NH2:23])[CH:19]=1.CC1(C)C2C=CC=C(P(C3C=CC=CC=3)C3C=CC=CC=3)C=2OC2C1=CC=CC=2P(C1C=CC=CC=1)C1C=CC=CC=1.C([O-])([O-])=O.[Na+].[Na+]. Product: [Cl:16][C:4]1[N:3]=[C:2]([NH:23][C:20]2[NH:21][N:22]=[C:18]([CH3:17])[CH:19]=2)[CH:7]=[C:6]([N:8]2[CH2:11][C:10]([CH:13]3[CH2:15][CH2:14]3)([F:12])[CH2:9]2)[CH:5]=1. The catalyst class is: 102. (4) Reactant: C1(OP(OC2C=CC=CC=2)O[N:10]=[N+:11]=[N-:12])C=CC=CC=1.[N:20]12C[CH2:29][CH2:28][N:27]=[C:26]1[CH2:25]C[CH2:23][CH2:22][CH2:21]2.[C:31]([O:34][CH2:35]C)(=[O:33])[CH3:32]. Product: [N:10]([CH2:25][C:26]1[NH:20][C:21]2[CH:22]=[CH:23][C:32]([C:31]([O:34][CH3:35])=[O:33])=[CH:29][C:28]=2[N:27]=1)=[N+:11]=[N-:12]. The catalyst class is: 1. (5) Reactant: [N:1]1[C:5]2[CH:6]=[CH:7][CH:8]=[CH:9][C:4]=2[NH:3][C:2]=1[C:10]([OH:12])=O.CN(C(ON1N=[N:28][C:23]2[CH:24]=[CH:25][CH:26]=[CH:27][C:22]1=2)=[N+](C)C)C.[B-](F)(F)(F)F.[CH:35]1[CH:36]=[CH:37]C2N(O)N=[N:41][C:39]=2[CH:40]=1.[CH3:45]CN(C(C)C)C(C)C.[OH2:54]. Product: [N:41]1[CH:37]=[CH:36][CH:35]=[C:40]([O:54][C:26]2[CH:27]=[CH:22][C:23]([NH:28][C:10]([C:2]3[NH:1][C:5]4[CH:6]=[CH:7][CH:8]=[C:9]([CH3:45])[C:4]=4[N:3]=3)=[O:12])=[CH:24][CH:25]=2)[CH:39]=1. The catalyst class is: 3.